From a dataset of Full USPTO retrosynthesis dataset with 1.9M reactions from patents (1976-2016). Predict the reactants needed to synthesize the given product. (1) Given the product [NH2:1][C:2]1[C:3]([C:12]([NH:14][C:15]2([C:21]([OH:23])=[O:22])[CH2:20][CH2:19][CH2:18][CH2:17][CH2:16]2)=[O:13])=[CH:4][C:5]2[C:10]([CH:11]=1)=[CH:9][CH:8]=[CH:7][CH:6]=2, predict the reactants needed to synthesize it. The reactants are: [NH2:1][C:2]1[C:3]([C:12]([NH:14][C:15]2([C:21]([O:23]C)=[O:22])[CH2:20][CH2:19][CH2:18][CH2:17][CH2:16]2)=[O:13])=[CH:4][C:5]2[C:10]([CH:11]=1)=[CH:9][CH:8]=[CH:7][CH:6]=2.CO.[OH-].[Na+].Cl. (2) Given the product [Cl:1][C:2]1[CH:3]=[CH:4][C:5]([CH2:8][C:9]2[C:36]3[NH:37][C:38]4[CH:39]=[CH:40][CH:41]=[CH:42][C:43]=4[C:35]=3[C:27]3[C:26](=[O:25])[CH2:31][C:30]([CH3:33])([CH3:32])[CH2:29][C:28]=3[N:44]=2)=[CH:6][CH:7]=1, predict the reactants needed to synthesize it. The reactants are: [Cl:1][C:2]1[CH:7]=[CH:6][C:5]([CH2:8][C:9](O)=O)=[CH:4][CH:3]=1.FC(F)(F)C(OC(=O)C(F)(F)F)=O.[OH:25][C:26]1[CH2:31][C:30]([CH3:33])([CH3:32])[CH2:29][C:28](=O)[C:27]=1[C:35]1[C:43]2[C:38](=[CH:39][CH:40]=[CH:41][CH:42]=2)[NH:37][CH:36]=1.[NH3:44]. (3) Given the product [O:18]=[C:9]1[N:8]([C:19]([O:21][C:22]([CH3:25])([CH3:24])[CH3:23])=[O:20])[C:5]2=[N:6][CH:7]=[C:2]([B:26]3[O:30][C:29]([CH3:32])([CH3:31])[C:28]([CH3:34])([CH3:33])[O:27]3)[CH:3]=[C:4]2[N:10]1[C:11]([O:13][C:14]([CH3:17])([CH3:16])[CH3:15])=[O:12], predict the reactants needed to synthesize it. The reactants are: Br[C:2]1[CH:3]=[C:4]2[N:10]([C:11]([O:13][C:14]([CH3:17])([CH3:16])[CH3:15])=[O:12])[C:9](=[O:18])[N:8]([C:19]([O:21][C:22]([CH3:25])([CH3:24])[CH3:23])=[O:20])[C:5]2=[N:6][CH:7]=1.[B:26]1([B:26]2[O:30][C:29]([CH3:32])([CH3:31])[C:28]([CH3:34])([CH3:33])[O:27]2)[O:30][C:29]([CH3:32])([CH3:31])[C:28]([CH3:34])([CH3:33])[O:27]1.C([O-])(=O)C.[K+]. (4) Given the product [S:1]1[C:5]2[CH:6]=[CH:7][CH:8]=[CH:9][C:4]=2[C:3]([CH2:10][CH2:11][C:12]([OH:14])=[O:13])=[CH:2]1, predict the reactants needed to synthesize it. The reactants are: [S:1]1[C:5]2[CH:6]=[CH:7][CH:8]=[CH:9][C:4]=2[C:3](/[CH:10]=[CH:11]\[C:12]([OH:14])=[O:13])=[CH:2]1. (5) Given the product [NH2:19][C:3]1[C:2]([F:1])=[CH:7][C:6]([C:10]2([CH3:9])[CH2:15][CH2:14][CH2:13][CH2:12][CH2:11]2)=[C:5]([OH:8])[CH:4]=1, predict the reactants needed to synthesize it. The reactants are: [F:1][C:2]1[CH:7]=[CH:6][C:5]([OH:8])=[CH:4][CH:3]=1.[CH3:9][C:10]1(O)[CH2:15][CH2:14][CH2:13][CH2:12][CH2:11]1.CC#[N:19]. (6) Given the product [Cl:20][C:10]1[NH:9][C:8]2[CH:7]=[C:6]([C:14]([F:17])([F:16])[F:15])[CH:5]=[C:4]([N+:1]([O-:3])=[O:2])[C:12]=2[N:11]=1, predict the reactants needed to synthesize it. The reactants are: [N+:1]([C:4]1[C:12]2[NH:11][C:10](=O)[NH:9][C:8]=2[CH:7]=[C:6]([C:14]([F:17])([F:16])[F:15])[CH:5]=1)([O-:3])=[O:2].O=P(Cl)(Cl)[Cl:20]. (7) Given the product [CH3:8][C:6]1[CH:5]=[CH:4][N:3]=[C:2]([C:9]2[CH:14]=[CH:13][CH:12]=[CH:11][CH:10]=2)[CH:7]=1, predict the reactants needed to synthesize it. The reactants are: Cl[C:2]1[CH:7]=[C:6]([CH3:8])[CH:5]=[CH:4][N:3]=1.[C:9]1(B(O)O)[CH:14]=[CH:13][CH:12]=[CH:11][CH:10]=1.C(=O)([O-])[O-].[K+].[K+].C(COC)OC. (8) Given the product [C:1]([O:5][C:6](=[O:7])[NH:8][C@@H:9]([CH:13]1[CH2:18][CH2:17][CH2:16][CH2:15][CH2:14]1)[C:10]([N:53]1[CH2:57][CH2:56][CH2:55][C@H:54]1[C:58]1[CH:63]=[CH:62][N:61]=[C:60]([N:64]2[C:68]3[CH:69]=[CH:70][CH:71]=[CH:72][C:67]=3[N:66]=[CH:65]2)[CH:59]=1)=[O:12])([CH3:2])([CH3:3])[CH3:4], predict the reactants needed to synthesize it. The reactants are: [C:1]([O:5][C:6]([NH:8][C@@H:9]([CH:13]1[CH2:18][CH2:17][CH2:16][CH2:15][CH2:14]1)[C:10]([OH:12])=O)=[O:7])([CH3:4])([CH3:3])[CH3:2].C1C=CC2N(O)N=NC=2C=1.CN(C(ON1N=NC2C=CC=CC1=2)=[N+](C)C)C.F[P-](F)(F)(F)(F)F.[NH:53]1[CH2:57][CH2:56][CH2:55][C@H:54]1[C:58]1[CH:63]=[CH:62][N:61]=[C:60]([N:64]2[C:68]3[CH:69]=[CH:70][CH:71]=[CH:72][C:67]=3[N:66]=[CH:65]2)[CH:59]=1.C(N(C(C)C)CC)(C)C.